From a dataset of Full USPTO retrosynthesis dataset with 1.9M reactions from patents (1976-2016). Predict the reactants needed to synthesize the given product. (1) Given the product [CH3:40][C:26]1[CH:27]=[C:28]([O:32][CH2:33][CH2:34][CH2:35][S:36]([CH3:39])(=[O:37])=[O:38])[CH:29]=[C:30]([CH3:31])[C:25]=1[C:21]1[CH:22]=[CH:23][CH:24]=[C:19]([CH2:18][O:1][C:2]2[N:7]=[CH:6][C:5]3[C@@H:8]4[C@@H:11]([C:12]([O:14][CH2:15][CH3:16])=[O:13])[C@@H:9]4[CH2:10][C:4]=3[CH:3]=2)[CH:20]=1, predict the reactants needed to synthesize it. The reactants are: [OH:1][C:2]1[N:7]=[CH:6][C:5]2[CH:8]3[CH:11]([C:12]([O:14][CH2:15][CH3:16])=[O:13])[CH:9]3[CH2:10][C:4]=2[CH:3]=1.Br[CH2:18][C:19]1[CH:20]=[C:21]([C:25]2[C:30]([CH3:31])=[CH:29][C:28]([O:32][CH2:33][CH2:34][CH2:35][S:36]([CH3:39])(=[O:38])=[O:37])=[CH:27][C:26]=2[CH3:40])[CH:22]=[CH:23][CH:24]=1. (2) Given the product [Br:1][C:2]1[CH:7]=[CH:6][N:5]=[C:4]([NH:19][C:15]2([C:9]3[CH:14]=[CH:13][CH:12]=[CH:11][CH:10]=3)[CH2:16][CH2:17][CH2:18]2)[CH:3]=1, predict the reactants needed to synthesize it. The reactants are: [Br:1][C:2]1[CH:7]=[CH:6][N:5]=[C:4](Cl)[CH:3]=1.[C:9]1([C:15]2([NH2:19])[CH2:18][CH2:17][CH2:16]2)[CH:14]=[CH:13][CH:12]=[CH:11][CH:10]=1.CN1C(=O)CCC1.